Dataset: Peptide-MHC class II binding affinity with 134,281 pairs from IEDB. Task: Regression. Given a peptide amino acid sequence and an MHC pseudo amino acid sequence, predict their binding affinity value. This is MHC class II binding data. The peptide sequence is NGILKKLSSIKSKSR. The MHC is HLA-DQA10401-DQB10402 with pseudo-sequence HLA-DQA10401-DQB10402. The binding affinity (normalized) is 0.0277.